From a dataset of Full USPTO retrosynthesis dataset with 1.9M reactions from patents (1976-2016). Predict the reactants needed to synthesize the given product. (1) The reactants are: P(Cl)(Cl)([Cl:3])=O.C(N(CC)C1C=CC=CC=1)C.[CH3:17][O:18][C:19]1[C:24]([N+:25]([O-:27])=[O:26])=[CH:23][NH:22][C:21](=O)[CH:20]=1. Given the product [Cl:3][C:21]1[CH:20]=[C:19]([O:18][CH3:17])[C:24]([N+:25]([O-:27])=[O:26])=[CH:23][N:22]=1, predict the reactants needed to synthesize it. (2) Given the product [Cl:22][C:16]1[CH:17]=[C:18]([Cl:21])[CH:19]=[CH:20][C:15]=1[C:14]([N:10]([C:9]1[CH:8]=[C:7]([C:24]2[CH:29]=[CH:28][CH:27]=[CH:26][CH:25]=2)[S:6][C:5]=1[C:3]([OH:4])=[O:2])[N:11]([CH3:13])[CH3:12])=[O:23], predict the reactants needed to synthesize it. The reactants are: C[O:2][C:3]([C:5]1[S:6][C:7]([C:24]2[CH:29]=[CH:28][CH:27]=[CH:26][CH:25]=2)=[CH:8][C:9]=1[N:10]([C:14](=[O:23])[C:15]1[CH:20]=[CH:19][C:18]([Cl:21])=[CH:17][C:16]=1[Cl:22])[N:11]([CH3:13])[CH3:12])=[O:4].[Li+].[OH-].